The task is: Predict the product of the given reaction.. This data is from Forward reaction prediction with 1.9M reactions from USPTO patents (1976-2016). (1) Given the reactants [C:1]([O:5][C:6]([N:8]1[CH2:13][CH2:12][NH:11][CH2:10][CH2:9]1)=[O:7])([CH3:4])([CH3:3])[CH3:2].Cl[C:15]([CH3:19])([CH3:18])[C:16]#[CH:17].CCN(CC)CC.Cl, predict the reaction product. The product is: [C:1]([O:5][C:6]([N:8]1[CH2:13][CH2:12][N:11]([C:15]([CH3:19])([CH3:18])[C:16]#[CH:17])[CH2:10][CH2:9]1)=[O:7])([CH3:4])([CH3:2])[CH3:3]. (2) Given the reactants [Cl:1][C:2]1[C:3]([NH:18][C:19](=[O:29])[CH2:20][C@@H:21]([CH3:28])[C:22]2[CH:27]=[CH:26][CH:25]=[CH:24][CH:23]=2)=[C:4]2[C:9](=[CH:10][CH:11]=1)[N:8]=[C:7]([N:12]1[CH2:16][CH2:15][C@@H:14]([OH:17])[CH2:13]1)[CH:6]=[CH:5]2.[CH3:30][S:31](Cl)(=[O:33])=[O:32].C(N(CC)CC)C, predict the reaction product. The product is: [Cl:1][C:2]1[C:3]([NH:18][C:19](=[O:29])[CH2:20][C@@H:21]([CH3:28])[C:22]2[CH:23]=[CH:24][CH:25]=[CH:26][CH:27]=2)=[C:4]2[C:9](=[CH:10][CH:11]=1)[N:8]=[C:7]([N:12]1[CH2:16][CH2:15][C@@H:14]([O:17][S:31]([CH3:30])(=[O:33])=[O:32])[CH2:13]1)[CH:6]=[CH:5]2. (3) Given the reactants [C:1]([C:3]1[CH:8]=[CH:7][C:6]([CH2:9][CH2:10][C:11]([O:13][CH3:14])=[O:12])=[CH:5][CH:4]=1)#[CH:2].I[C:16]1[CH:21]=[CH:20][N:19]=[C:18]([CH3:22])[CH:17]=1, predict the reaction product. The product is: [CH3:22][C:18]1[CH:17]=[C:16]([C:2]#[C:1][C:3]2[CH:8]=[CH:7][C:6]([CH2:9][CH2:10][C:11]([O:13][CH3:14])=[O:12])=[CH:5][CH:4]=2)[CH:21]=[CH:20][N:19]=1. (4) Given the reactants Br[C:2]1[CH:3]=[C:4]2[C:8](=[C:9]([C:11]([NH2:13])=[O:12])[CH:10]=1)[NH:7][CH:6]=[C:5]2[CH:14]1[CH2:19][CH2:18][N:17]([S:20]([CH2:23][CH3:24])(=[O:22])=[O:21])[CH2:16][CH2:15]1.[N:25]1([C:30]2[CH:31]=[C:32](B(O)O)[CH:33]=[CH:34][CH:35]=2)[CH:29]=[CH:28][CH:27]=[N:26]1.O1CCOCC1.C(=O)([O-])[O-].[K+].[K+], predict the reaction product. The product is: [CH2:23]([S:20]([N:17]1[CH2:18][CH2:19][CH:14]([C:5]2[C:4]3[C:8](=[C:9]([C:11]([NH2:13])=[O:12])[CH:10]=[C:2]([C:34]4[CH:33]=[CH:32][CH:31]=[C:30]([N:25]5[CH:29]=[CH:28][CH:27]=[N:26]5)[CH:35]=4)[CH:3]=3)[NH:7][CH:6]=2)[CH2:15][CH2:16]1)(=[O:22])=[O:21])[CH3:24]. (5) Given the reactants [Cl:1][C:2]1[CH:3]=[C:4]([C:15]2[CH:16]=[C:17]([C:32]([NH2:34])=[O:33])[C:18]3[NH:19][C:20]4[C:25]([C:26]=3[CH:27]=2)=[CH:24][CH:23]=[C:22]([C:28](O)([CH3:30])[CH3:29])[CH:21]=4)[CH:5]=[CH:6][C:7]=1[CH2:8][N:9]1[CH2:14][CH2:13][O:12][CH2:11][CH2:10]1.Cl.[NH:36]1[CH2:41][CH2:40][O:39][CH2:38][CH2:37]1, predict the reaction product. The product is: [Cl:1][C:2]1[CH:3]=[C:4]([C:15]2[CH:16]=[C:17]([C:32]([NH2:34])=[O:33])[C:18]3[NH:19][C:20]4[C:25]([C:26]=3[CH:27]=2)=[CH:24][CH:23]=[C:22]([C:28]([N:36]2[CH2:41][CH2:40][O:39][CH2:38][CH2:37]2)([CH3:30])[CH3:29])[CH:21]=4)[CH:5]=[CH:6][C:7]=1[CH2:8][N:9]1[CH2:14][CH2:13][O:12][CH2:11][CH2:10]1.